The task is: Predict the reactants needed to synthesize the given product.. This data is from Full USPTO retrosynthesis dataset with 1.9M reactions from patents (1976-2016). (1) Given the product [NH2:8][C:6]1[CH:5]=[C:4]([NH:11][C:12](=[O:14])[CH3:13])[CH:3]=[C:2]([Br:1])[CH:7]=1, predict the reactants needed to synthesize it. The reactants are: [Br:1][C:2]1[CH:3]=[C:4]([NH:11][C:12](=[O:14])[CH3:13])[CH:5]=[C:6]([N+:8]([O-])=O)[CH:7]=1.[NH4+].[Cl-]. (2) The reactants are: N[C:2]1[CH:7]=[CH:6][C:5]([C:8]2[CH:13]=[CH:12][C:11]([C:14]3[S:18][C:17]([C@@:19]4([CH2:27][C:28]([O:30][CH2:31][CH2:32][Si:33]([CH3:36])([CH3:35])[CH3:34])=[O:29])[CH2:24][CH2:23][CH2:22][CH2:21][S:20]4(=[O:26])=[O:25])=[CH:16][CH:15]=3)=[CH:10][CH:9]=2)=[CH:4][CH:3]=1.[CH2:37]=O.[C:39]([BH3-])#[N:40].[Na+]. Given the product [CH3:37][N:40]([CH3:39])[C:2]1[CH:7]=[CH:6][C:5]([C:8]2[CH:13]=[CH:12][C:11]([C:14]3[S:18][C:17]([C@@:19]4([CH2:27][C:28]([O:30][CH2:31][CH2:32][Si:33]([CH3:36])([CH3:35])[CH3:34])=[O:29])[CH2:24][CH2:23][CH2:22][CH2:21][S:20]4(=[O:26])=[O:25])=[CH:16][CH:15]=3)=[CH:10][CH:9]=2)=[CH:4][CH:3]=1, predict the reactants needed to synthesize it. (3) Given the product [Br:1][C:2]1[CH:31]=[CH:30][C:5]([CH2:6][N:7]([CH2:8][C@H:9]2[CH2:10][CH2:11][C@H:12]([CH2:15][NH:16][C:17]3[N:26]=[C:25]([N:27]([CH3:29])[CH3:28])[C:24]4[C:19](=[CH:20][CH:21]=[CH:22][CH:23]=4)[N:18]=3)[CH2:13][CH2:14]2)[CH3:39])=[C:4]([O:32][C:33]([F:35])([F:36])[F:34])[CH:3]=1, predict the reactants needed to synthesize it. The reactants are: [Br:1][C:2]1[CH:31]=[CH:30][C:5]([CH2:6][NH:7][CH2:8][C@H:9]2[CH2:14][CH2:13][C@H:12]([CH2:15][NH:16][C:17]3[N:26]=[C:25]([N:27]([CH3:29])[CH3:28])[C:24]4[C:19](=[CH:20][CH:21]=[CH:22][CH:23]=4)[N:18]=3)[CH2:11][CH2:10]2)=[C:4]([O:32][C:33]([F:36])([F:35])[F:34])[CH:3]=1.C=O.[C:39](O)(=O)C.[BH-](OC(C)=O)(OC(C)=O)OC(C)=O.[Na+]. (4) Given the product [NH2:9][C:8]1[C:3]2=[N:4][CH:5]=[CH:6][CH:7]=[C:2]2[S:18][C:17]=1[C:16]([O:20][CH3:21])=[O:19], predict the reactants needed to synthesize it. The reactants are: Cl[C:2]1[C:3]([C:8]#[N:9])=[N:4][CH:5]=[CH:6][CH:7]=1.C([O-])([O-])=O.[K+].[K+].[C:16]([O:20][CH3:21])(=[O:19])[CH2:17][SH:18]. (5) Given the product [CH3:15][C:13]1[CH:12]=[CH:11][C:10]2[O:16][C:2]([SH:3])=[N:8][C:9]=2[CH:14]=1, predict the reactants needed to synthesize it. The reactants are: O(CC)[C:2]([S-])=[S:3].[K+].[NH2:8][C:9]1[CH:14]=[C:13]([CH3:15])[CH:12]=[CH:11][C:10]=1[OH:16]. (6) Given the product [NH2:1][C:2]1[N:7]=[C:6]([NH2:8])[C:5]([O:9][CH2:37][CH2:36][CH2:35][O:34][C:26]2[C:25]3[C:30](=[CH:31][CH:32]=[C:23]([O:22][CH2:21][CH2:20][CH2:19][C:17]([O:16][CH2:14][CH3:15])=[O:18])[CH:24]=3)[N:29]=[C:28]([CH3:33])[CH:27]=2)=[C:4]([CH2:10][CH3:11])[N:3]=1, predict the reactants needed to synthesize it. The reactants are: [NH2:1][C:2]1[N:7]=[C:6]([NH2:8])[C:5]([OH:9])=[C:4]([CH2:10][CH3:11])[N:3]=1.[OH-].[K+].[CH2:14]([O:16][C:17]([CH2:19][CH2:20][CH2:21][O:22][C:23]1[CH:24]=[C:25]2[C:30](=[CH:31][CH:32]=1)[N:29]=[C:28]([CH3:33])[CH:27]=[C:26]2[O:34][CH2:35][CH2:36][CH2:37]Br)=[O:18])[CH3:15]. (7) The reactants are: [NH2:1][C:2]1[CH:3]=[C:4]([CH:35]=[CH:36][CH:37]=1)[CH2:5][O:6][C:7]1[CH:12]=[CH:11][C:10]([C@@H:13]([C:30]2[CH:34]=[CH:33][O:32][N:31]=2)[CH2:14][C:15]([N:17]2[C@@H:21]([CH2:22][C:23]3[CH:28]=[CH:27][CH:26]=[CH:25][CH:24]=3)[CH2:20][O:19][C:18]2=[O:29])=[O:16])=[CH:9][CH:8]=1.[F:38][C:39]([F:51])([F:50])[C:40]1[CH:45]=[CH:44][C:43]([S:46](Cl)(=[O:48])=[O:47])=[CH:42][CH:41]=1. Given the product [CH2:22]([C@H:21]1[CH2:20][O:19][C:18](=[O:29])[N:17]1[C:15](=[O:16])[CH2:14][C@@H:13]([C:10]1[CH:11]=[CH:12][C:7]([O:6][CH2:5][C:4]2[CH:3]=[C:2]([NH:1][S:46]([C:43]3[CH:42]=[CH:41][C:40]([C:39]([F:38])([F:50])[F:51])=[CH:45][CH:44]=3)(=[O:48])=[O:47])[CH:37]=[CH:36][CH:35]=2)=[CH:8][CH:9]=1)[C:30]1[CH:34]=[CH:33][O:32][N:31]=1)[C:23]1[CH:28]=[CH:27][CH:26]=[CH:25][CH:24]=1, predict the reactants needed to synthesize it. (8) The reactants are: [CH2:1]([N:8]1[CH2:13][CH2:12][N:11]([C:14]([C:16]2[CH:20]=[C:19]([CH3:21])[N:18]([C:22]3[CH:27]=[CH:26][CH:25]=[CH:24][CH:23]=3)[C:17]=2[C:28]2[CH:33]=[CH:32][CH:31]=[CH:30][CH:29]=2)=[O:15])[CH:10]([CH2:34][C:35]2[CH:40]=[CH:39][C:38]([OH:41])=[CH:37][CH:36]=2)[CH2:9]1)[C:2]1[CH:7]=[CH:6][CH:5]=[CH:4][CH:3]=1.C(=O)([O-])[O-].[K+].[K+].[F:48][C:49]([F:64])([F:63])[S:50](OC1C=CC([N+]([O-])=O)=CC=1)(=[O:52])=[O:51].O. Given the product [F:48][C:49]([F:64])([F:63])[S:50]([O:41][C:38]1[CH:39]=[CH:40][C:35]([CH2:34][CH:10]2[CH2:9][N:8]([CH2:1][C:2]3[CH:3]=[CH:4][CH:5]=[CH:6][CH:7]=3)[CH2:13][CH2:12][N:11]2[C:14]([C:16]2[CH:20]=[C:19]([CH3:21])[N:18]([C:22]3[CH:27]=[CH:26][CH:25]=[CH:24][CH:23]=3)[C:17]=2[C:28]2[CH:29]=[CH:30][CH:31]=[CH:32][CH:33]=2)=[O:15])=[CH:36][CH:37]=1)(=[O:52])=[O:51], predict the reactants needed to synthesize it. (9) Given the product [Cl:18][C:14]1[CH:13]=[C:12]2[C:17]([C:8]([N:1]3[CH2:6][CH2:5][NH:4][CH2:3][CH2:2]3)=[CH:9][CH:10]=[N:11]2)=[CH:16][CH:15]=1, predict the reactants needed to synthesize it. The reactants are: [NH:1]1[CH2:6][CH2:5][NH:4][CH2:3][CH2:2]1.Cl[C:8]1[C:17]2[C:12](=[CH:13][C:14]([Cl:18])=[CH:15][CH:16]=2)[N:11]=[CH:10][CH:9]=1. (10) The reactants are: C([O:8][C:9]1[CH:14]=[CH:13][C:12]([C:15]2[CH2:16][CH2:17][C:18]([CH3:22])([CH3:21])[CH2:19][CH:20]=2)=[CH:11][CH:10]=1)C1C=CC=CC=1. Given the product [CH3:21][C:18]1([CH3:22])[CH2:17][CH2:16][CH:15]([CH:12]2[CH2:11][CH2:10][C:9](=[O:8])[CH2:14][CH2:13]2)[CH2:20][CH2:19]1, predict the reactants needed to synthesize it.